Dataset: NCI-60 drug combinations with 297,098 pairs across 59 cell lines. Task: Regression. Given two drug SMILES strings and cell line genomic features, predict the synergy score measuring deviation from expected non-interaction effect. (1) Cell line: UACC62. Drug 2: C(CC(=O)O)C(=O)CN.Cl. Synergy scores: CSS=35.3, Synergy_ZIP=-10.1, Synergy_Bliss=1.49, Synergy_Loewe=-41.5, Synergy_HSA=3.81. Drug 1: CC1OCC2C(O1)C(C(C(O2)OC3C4COC(=O)C4C(C5=CC6=C(C=C35)OCO6)C7=CC(=C(C(=C7)OC)O)OC)O)O. (2) Drug 1: COC1=CC(=CC(=C1O)OC)C2C3C(COC3=O)C(C4=CC5=C(C=C24)OCO5)OC6C(C(C7C(O6)COC(O7)C8=CC=CS8)O)O. Drug 2: B(C(CC(C)C)NC(=O)C(CC1=CC=CC=C1)NC(=O)C2=NC=CN=C2)(O)O. Cell line: OVCAR-5. Synergy scores: CSS=7.70, Synergy_ZIP=-5.34, Synergy_Bliss=-3.61, Synergy_Loewe=-2.46, Synergy_HSA=-2.97. (3) Drug 1: C1C(C(OC1N2C=NC3=C(N=C(N=C32)Cl)N)CO)O. Drug 2: C1=NC2=C(N=C(N=C2N1C3C(C(C(O3)CO)O)F)Cl)N. Cell line: SK-MEL-28. Synergy scores: CSS=16.7, Synergy_ZIP=-2.37, Synergy_Bliss=2.48, Synergy_Loewe=-2.33, Synergy_HSA=2.60. (4) Drug 1: CCC(=C(C1=CC=CC=C1)C2=CC=C(C=C2)OCCN(C)C)C3=CC=CC=C3.C(C(=O)O)C(CC(=O)O)(C(=O)O)O. Drug 2: C1CC(=O)NC(=O)C1N2C(=O)C3=CC=CC=C3C2=O. Cell line: MALME-3M. Synergy scores: CSS=-2.55, Synergy_ZIP=1.33, Synergy_Bliss=0.348, Synergy_Loewe=-3.42, Synergy_HSA=-2.72.